Dataset: In vitro SARS-CoV-2 activity screen of 1,480 approved drugs from Prestwick library. Task: Binary Classification. Given a drug SMILES string, predict its activity (active/inactive) in a high-throughput screening assay against a specified biological target. (1) The molecule is CC(=O)Oc1ccccc1C(=O)Nc1ncc([N+](=O)[O-])s1. The result is 0 (inactive). (2) The drug is c1cnc(N2CCN(Cc3ccc4c(c3)OCO4)CC2)nc1. The result is 0 (inactive). (3) The drug is CN(C)CCCN1c2ccccc2Sc2ccc(Cl)cc21.Cl. The result is 0 (inactive). (4) The drug is Cl.NC(=NCc1ccccc1)NC(=O)c1nc(Cl)c(N)nc1N. The result is 0 (inactive). (5) The compound is Cc1cc(=O)oc2cc(O)ccc12. The result is 0 (inactive).